Dataset: Catalyst prediction with 721,799 reactions and 888 catalyst types from USPTO. Task: Predict which catalyst facilitates the given reaction. (1) Reactant: [CH:1]1([C:4]2[CH:9]=[CH:8][N:7]=[CH:6][C:5]=2[N:10]2[CH2:14][CH2:13][NH:12][C:11]2=[O:15])[CH2:3][CH2:2]1.[Cl:16][C:17]1[CH:22]=[C:21](I)[CH:20]=[C:19]([C:24]([F:27])([F:26])[F:25])[N:18]=1.CN[C@@H]1CCCC[C@H]1NC.P([O-])([O-])([O-])=O.[K+].[K+].[K+]. Product: [Cl:16][C:17]1[CH:22]=[C:21]([N:12]2[CH2:13][CH2:14][N:10]([C:5]3[CH:6]=[N:7][CH:8]=[CH:9][C:4]=3[CH:1]3[CH2:3][CH2:2]3)[C:11]2=[O:15])[CH:20]=[C:19]([C:24]([F:25])([F:26])[F:27])[N:18]=1. The catalyst class is: 246. (2) Reactant: [C:1]([Si:5]([C:8]#[CH:9])([CH3:7])[CH3:6])([CH3:4])([CH3:3])[CH3:2].Br[C:11]1[C:16]([F:17])=[CH:15][C:14]([Br:18])=[CH:13][N:12]=1.C(N(CC)CC)C. Product: [Br:18][C:14]1[CH:15]=[C:16]([F:17])[C:11]([C:9]#[C:8][Si:5]([C:1]([CH3:4])([CH3:3])[CH3:2])([CH3:7])[CH3:6])=[N:12][CH:13]=1. The catalyst class is: 356. (3) Reactant: [OH:1][C:2]1[CH:10]=[CH:9][C:5]([C:6]([OH:8])=[O:7])=[CH:4][CH:3]=1.[OH-].[K+].Br[CH2:14][CH2:15][O:16][CH3:17].[I-].[K+]. Product: [CH3:17][O:16][CH2:15][CH2:14][O:1][C:2]1[CH:10]=[CH:9][C:5]([C:6]([OH:8])=[O:7])=[CH:4][CH:3]=1. The catalyst class is: 40. (4) Reactant: [CH:1]1([C:4](Cl)=[O:5])[CH2:3][CH2:2]1.[CH3:7][C:8]1[N:13]=[CH:12][C:11]([C:14]2[CH:15]=[C:16]3[C:22]([NH2:23])=[N:21][NH:20][C:17]3=[CH:18][N:19]=2)=[CH:10][CH:9]=1. Product: [CH:1]1([C:4]([N:20]2[C:17]3=[CH:18][N:19]=[C:14]([C:11]4[CH:12]=[N:13][C:8]([CH3:7])=[CH:9][CH:10]=4)[CH:15]=[C:16]3[C:22]([NH:23][C:4]([CH:1]3[CH2:3][CH2:2]3)=[O:5])=[N:21]2)=[O:5])[CH2:3][CH2:2]1. The catalyst class is: 17.